Dataset: CYP2C9 inhibition data for predicting drug metabolism from PubChem BioAssay. Task: Regression/Classification. Given a drug SMILES string, predict its absorption, distribution, metabolism, or excretion properties. Task type varies by dataset: regression for continuous measurements (e.g., permeability, clearance, half-life) or binary classification for categorical outcomes (e.g., BBB penetration, CYP inhibition). Dataset: cyp2c9_veith. (1) The drug is COc1cc(/C=N/NC(N)=O)c(Br)cc1OCC(=O)Nc1ccccc1C. The result is 1 (inhibitor). (2) The compound is COC(=O)c1[nH]c2ccc(Br)cc2c1NC(=O)CN1CCCc2ccccc21. The result is 1 (inhibitor). (3) The compound is CC(C)(C)c1cc(C=C(C#N)C#N)cc(C(C)(C)C)c1O. The result is 1 (inhibitor). (4) The molecule is CCc1cccc2c3c([nH]c12)[C@@](CC)(CC(=O)O)OCC3. The result is 0 (non-inhibitor).